Dataset: Forward reaction prediction with 1.9M reactions from USPTO patents (1976-2016). Task: Predict the product of the given reaction. Given the reactants [Cl:1][C:2]1[CH:7]=[C:6]([Cl:8])[CH:5]=[CH:4][C:3]=1[C:9]1[N:10]=[C:11]([CH2:28][CH3:29])[C:12]([NH:17][C@H:18]2[C:26]3[C:21](=[CH:22][CH:23]=[CH:24][CH:25]=3)[CH2:20][C@@H:19]2[OH:27])=[N:13][C:14]=1[CH2:15][CH3:16].[N+](C1C=CC(C(O[C@@H]2CC3C(=CC=CC=3)[C@H]2NC2C(CC)=NC(C3C=CC(Cl)=CC=3Cl)=C(CC)N=2)=O)=CC=1)([O-])=O, predict the reaction product. The product is: [Cl:1][C:2]1[CH:7]=[C:6]([Cl:8])[CH:5]=[CH:4][C:3]=1[C:9]1[N:10]=[C:11]([CH2:28][CH3:29])[C:12]([NH:17][C@@H:18]2[C:26]3[C:21](=[CH:22][CH:23]=[CH:24][CH:25]=3)[CH2:20][C@H:19]2[OH:27])=[N:13][C:14]=1[CH2:15][CH3:16].